Dataset: Reaction yield outcomes from USPTO patents with 853,638 reactions. Task: Predict the reaction yield, written as a fraction of the theoretical maximum amount of product (1.0 means a 100% yield; for example, 0.34 means a 34% yield). The reactants are [N:1]1([C:7]([C:9]2([C:21]#[N:22])[CH2:14][CH2:13][N:12]([S:15]([CH2:18][CH2:19][CH3:20])(=[O:17])=[O:16])[CH2:11][CH2:10]2)=[O:8])[CH2:6][CH2:5][O:4][CH2:3][CH2:2]1. The catalyst is N.CO.[Ni]. The product is [N:1]1([C:7]([C:9]2([CH2:21][NH2:22])[CH2:14][CH2:13][N:12]([S:15]([CH2:18][CH2:19][CH3:20])(=[O:17])=[O:16])[CH2:11][CH2:10]2)=[O:8])[CH2:6][CH2:5][O:4][CH2:3][CH2:2]1. The yield is 0.990.